Dataset: Reaction yield outcomes from USPTO patents with 853,638 reactions. Task: Predict the reaction yield, written as a fraction of the theoretical maximum amount of product (1.0 means a 100% yield; for example, 0.34 means a 34% yield). (1) The reactants are [O:1]=[S:2]1(=[O:23])[CH2:7][CH2:6][N:5]([CH2:8][CH2:9][NH:10][S:11]([C:14]2[CH:19]=[CH:18][CH:17]=[CH:16][C:15]=2[N+:20]([O-:22])=[O:21])(=[O:13])=[O:12])[CH2:4][CH2:3]1.O[CH2:25][CH2:26][N:27]1[CH2:32][CH2:31][S:30](=[O:34])(=[O:33])[CH2:29][CH2:28]1.C1(P(C2C=CC=CC=2)C2C=CC=CC=2)C=CC=CC=1.N(C(OCC)=O)=NC(OCC)=O.C(O)(C(F)(F)F)=O. The catalyst is C1COCC1. The product is [O:23]=[S:2]1(=[O:1])[CH2:7][CH2:6][N:5]([CH2:8][CH2:9][N:10]([CH2:25][CH2:26][N:27]2[CH2:32][CH2:31][S:30](=[O:34])(=[O:33])[CH2:29][CH2:28]2)[S:11]([C:14]2[CH:19]=[CH:18][CH:17]=[CH:16][C:15]=2[N+:20]([O-:22])=[O:21])(=[O:12])=[O:13])[CH2:4][CH2:3]1. The yield is 0.830. (2) The reactants are Br[C:2]1[CH:9]=[N:8][CH:7]=[C:6]([Br:10])[C:3]=1[CH:4]=[O:5].[C:11]12[CH2:23][CH2:22][CH2:21][CH2:20][C:19]=1[S:18][C:17]1[C:16](=[O:24])[NH:15][N:14]=[CH:13][C:12]2=1.C(=O)([O-])[O-].[Cs+].[Cs+].COC1C2C(=C3C(=CC=2)C(OC)=CC=N3)N=CC=1. The catalyst is O1CCOCC1. The product is [Br:10][C:6]1[CH:7]=[N:8][CH:9]=[C:2]([N:15]2[C:16](=[O:24])[C:17]3[S:18][C:19]4[CH2:20][CH2:21][CH2:22][CH2:23][C:11]=4[C:12]=3[CH:13]=[N:14]2)[C:3]=1[CH:4]=[O:5]. The yield is 0.300. (3) The reactants are [Br:1][C:2]1[CH:3]=[C:4]([N:9]2[C:13](=[O:14])[O:12][N:11]=[C:10]2[C:15]2[C:16]([NH:20][CH2:21][CH2:22][NH:23][S:24]([NH:27]C(=O)OC(C)(C)C)(=[O:26])=[O:25])=[N:17][O:18][N:19]=2)[CH:5]=[CH:6][C:7]=1[F:8].Cl. The catalyst is C(O)C. The product is [Br:1][C:2]1[CH:3]=[C:4]([N:9]2[C:13](=[O:14])[O:12][N:11]=[C:10]2[C:15]2[C:16]([NH:20][CH2:21][CH2:22][NH:23][S:24]([NH2:27])(=[O:25])=[O:26])=[N:17][O:18][N:19]=2)[CH:5]=[CH:6][C:7]=1[F:8]. The yield is 0.918. (4) The yield is 0.760. The product is [Cl:13][C:12]1[CH:11]=[C:10]([Cl:14])[CH:9]=[C:8]([Cl:15])[C:7]=1[N:6]1[C:2]2=[N:1][C:30]([CH2:29][C:25]3[CH:26]=[CH:27][CH:28]=[C:23]([O:22][CH3:21])[CH:24]=3)=[N:20][C:18](=[O:19])[C:3]2=[C:4]([CH2:16][CH3:17])[NH:5]1. The catalyst is C(O)C. The reactants are [NH2:1][C:2]1[N:6]([C:7]2[C:12]([Cl:13])=[CH:11][C:10]([Cl:14])=[CH:9][C:8]=2[Cl:15])[N:5]=[C:4]([CH2:16][CH3:17])[C:3]=1[C:18]([NH2:20])=[O:19].[CH3:21][O:22][C:23]1[CH:24]=[C:25]([CH2:29][C:30](Cl)=O)[CH:26]=[CH:27][CH:28]=1.[O-]CC.[Na+]. (5) The catalyst is CN(C)C=O.O. The reactants are [OH:1][C:2]1[CH:3]=[C:4]2[C:8](=[CH:9][CH:10]=1)[N:7]([CH:11]1[CH2:16][CH2:15][CH2:14][CH2:13][O:12]1)[N:6]=[C:5]2[CH:17]=[O:18].I[CH2:20][CH:21]([CH3:23])[CH3:22].C([O-])([O-])=O.[Cs+].[Cs+]. The yield is 0.670. The product is [CH2:20]([O:1][C:2]1[CH:3]=[C:4]2[C:8](=[CH:9][CH:10]=1)[N:7]([CH:11]1[CH2:16][CH2:15][CH2:14][CH2:13][O:12]1)[N:6]=[C:5]2[CH:17]=[O:18])[CH:21]([CH3:23])[CH3:22]. (6) The reactants are [CH2:1]([O:3][C:4](=[O:20])[C:5]([CH3:19])([CH3:18])[CH2:6][C:7]1[CH:12]=[CH:11][C:10]([NH2:13])=[CH:9][C:8]=1[C:14]([F:17])([F:16])[F:15])[CH3:2].[Br:21][C:22]1[CH:27]=[CH:26][C:25]([CH2:28][C:29](O)=[O:30])=[C:24]([F:32])[CH:23]=1.CN(C(ON1N=NC2C=CC=NC1=2)=[N+](C)C)C.F[P-](F)(F)(F)(F)F.O. The catalyst is C(Cl)Cl. The product is [Br:21][C:22]1[CH:27]=[CH:26][C:25]([CH2:28][C:29]([NH:13][C:10]2[CH:11]=[CH:12][C:7]([CH2:6][C:5]([CH3:19])([CH3:18])[C:4]([O:3][CH2:1][CH3:2])=[O:20])=[C:8]([C:14]([F:15])([F:17])[F:16])[CH:9]=2)=[O:30])=[C:24]([F:32])[CH:23]=1. The yield is 0.830.